This data is from NCI-60 drug combinations with 297,098 pairs across 59 cell lines. The task is: Regression. Given two drug SMILES strings and cell line genomic features, predict the synergy score measuring deviation from expected non-interaction effect. (1) Drug 1: CC1=C(C(=CC=C1)Cl)NC(=O)C2=CN=C(S2)NC3=CC(=NC(=N3)C)N4CCN(CC4)CCO. Drug 2: C1CN1C2=NC(=NC(=N2)N3CC3)N4CC4. Cell line: CCRF-CEM. Synergy scores: CSS=42.8, Synergy_ZIP=3.95, Synergy_Bliss=-4.01, Synergy_Loewe=-5.85, Synergy_HSA=-3.08. (2) Cell line: NCIH23. Drug 1: C1=CC(=CC=C1CCCC(=O)O)N(CCCl)CCCl. Synergy scores: CSS=48.1, Synergy_ZIP=1.89, Synergy_Bliss=-0.844, Synergy_Loewe=-22.0, Synergy_HSA=-2.68. Drug 2: C1CNP(=O)(OC1)N(CCCl)CCCl. (3) Drug 1: CC1=C(C=C(C=C1)NC2=NC=CC(=N2)N(C)C3=CC4=NN(C(=C4C=C3)C)C)S(=O)(=O)N.Cl. Drug 2: CS(=O)(=O)C1=CC(=C(C=C1)C(=O)NC2=CC(=C(C=C2)Cl)C3=CC=CC=N3)Cl. Cell line: RPMI-8226. Synergy scores: CSS=6.14, Synergy_ZIP=9.48, Synergy_Bliss=17.3, Synergy_Loewe=5.21, Synergy_HSA=7.24. (4) Drug 1: C1=NC2=C(N1)C(=S)N=CN2. Drug 2: B(C(CC(C)C)NC(=O)C(CC1=CC=CC=C1)NC(=O)C2=NC=CN=C2)(O)O. Cell line: U251. Synergy scores: CSS=45.5, Synergy_ZIP=-1.10, Synergy_Bliss=-0.698, Synergy_Loewe=-9.82, Synergy_HSA=0.128. (5) Drug 1: C1=CC=C(C=C1)NC(=O)CCCCCCC(=O)NO. Drug 2: C1CN(CCN1C(=O)CCBr)C(=O)CCBr. Cell line: NCI-H226. Synergy scores: CSS=6.14, Synergy_ZIP=-3.34, Synergy_Bliss=1.53, Synergy_Loewe=0.369, Synergy_HSA=2.04. (6) Drug 1: CC1=CC2C(CCC3(C2CCC3(C(=O)C)OC(=O)C)C)C4(C1=CC(=O)CC4)C. Drug 2: COC1=C2C(=CC3=C1OC=C3)C=CC(=O)O2. Cell line: IGROV1. Synergy scores: CSS=3.92, Synergy_ZIP=1.32, Synergy_Bliss=6.43, Synergy_Loewe=4.73, Synergy_HSA=4.85. (7) Drug 1: CC1=C2C(C(=O)C3(C(CC4C(C3C(C(C2(C)C)(CC1OC(=O)C(C(C5=CC=CC=C5)NC(=O)C6=CC=CC=C6)O)O)OC(=O)C7=CC=CC=C7)(CO4)OC(=O)C)O)C)OC(=O)C. Drug 2: CC1=C(C(=O)C2=C(C1=O)N3CC4C(C3(C2COC(=O)N)OC)N4)N. Cell line: UO-31. Synergy scores: CSS=17.6, Synergy_ZIP=-2.88, Synergy_Bliss=-0.572, Synergy_Loewe=-5.69, Synergy_HSA=-0.477.